From a dataset of Peptide-MHC class II binding affinity with 134,281 pairs from IEDB. Regression. Given a peptide amino acid sequence and an MHC pseudo amino acid sequence, predict their binding affinity value. This is MHC class II binding data. The peptide sequence is PALFFTFLANLNLTE. The MHC is DRB1_0301 with pseudo-sequence DRB1_0301. The binding affinity (normalized) is 0.439.